From a dataset of Reaction yield outcomes from USPTO patents with 853,638 reactions. Predict the reaction yield, written as a fraction of the theoretical maximum amount of product (1.0 means a 100% yield; for example, 0.34 means a 34% yield). (1) The reactants are [F:1][C:2]([F:43])([F:42])[C:3]1[CH:4]=[C:5]([CH:39]=[CH:40][CH:41]=1)[CH2:6][NH:7][C:8](=[O:38])[C:9]1[CH:14]=[CH:13][N:12]=[C:11]([C:15]2[CH:20]=[C:19]([N:21]3[CH2:26][CH2:25][CH2:24][CH2:23][CH2:22]3)[CH:18]=[CH:17][C:16]=2[NH:27][C:28](=[O:37])[C:29]2(CCl)[CH:34]=[CH:33][CH:32]=[CH:31][NH:30]2)[CH:10]=1.[NH:44]1[CH2:48][CH2:47][C@@H:46]([NH:49][C:50](=[O:52])[CH3:51])[CH2:45]1.[C:53](=[O:56])([O-])[O-:54].[K+].[K+].[I-].[K+]. The catalyst is CN(C)C=O.C(OCC)(=O)C. The product is [F:1][C:2]([F:43])([F:42])[C:53]([OH:54])=[O:56].[C:50]([NH:49][C@@H:46]1[CH2:47][CH2:48][N:44]([CH2:53][C:31]2[N:30]=[C:29]([C:28]([NH:27][C:16]3[CH:17]=[CH:18][C:19]([N:21]4[CH2:26][CH2:25][CH2:24][CH2:23][CH2:22]4)=[CH:20][C:15]=3[C:11]3[CH:10]=[C:9]([C:8](=[O:38])[NH:7][CH2:6][C:5]4[CH:39]=[CH:40][CH:41]=[C:3]([C:2]([F:43])([F:1])[F:42])[CH:4]=4)[CH:14]=[CH:13][N:12]=3)=[O:37])[CH:34]=[CH:33][CH:32]=2)[CH2:45]1)(=[O:52])[CH3:51]. The yield is 0.270. (2) The reactants are [CH2:1]([CH2:3][NH2:4])[OH:2].C([O:7][C:8](=O)[C:9]([C:11]1[CH:19]=[CH:18][C:14]2[O:15][CH2:16][O:17][C:13]=2[CH:12]=1)=[O:10])C. The catalyst is C(O)C. The product is [O:15]1[C:14]2[CH:18]=[CH:19][C:11]([C:9](=[O:10])[C:8]([NH:4][CH2:3][CH2:1][OH:2])=[O:7])=[CH:12][C:13]=2[O:17][CH2:16]1. The yield is 0.345. (3) The reactants are [NH2:1][CH2:2][CH2:3][O:4][CH2:5][CH2:6][O:7][CH2:8][CH2:9][O:10][CH2:11][CH2:12][NH:13][S:14]([C:17]1[CH:22]=[CH:21][C:20]([CH:23]2[C:32]3[C:27](=[C:28]([Cl:34])[CH:29]=[C:30]([Cl:33])[CH:31]=3)[CH2:26][N:25]([CH3:35])[CH2:24]2)=[CH:19][CH:18]=1)(=[O:16])=[O:15].C(O[N:51]1[C:55](=[O:56])[CH2:54][CH2:53][C:52]1=[O:57])(=O)CCC(O[N:51]1[C:55](=[O:56])[CH2:54][CH2:53][C:52]1=[O:57])=O.[CH2:58]([N:60]([CH2:63][CH3:64])[CH2:61][CH3:62])C. The catalyst is CN(C=O)C. The product is [Cl:33][C:30]1[CH:31]=[C:32]2[C:27](=[C:28]([Cl:34])[CH:29]=1)[CH2:26][N:25]([CH3:35])[CH2:24][CH:23]2[C:20]1[CH:19]=[CH:18][C:17]([S:14]([NH:13][CH2:12][CH2:11][O:10][CH2:9][CH2:8][O:7][CH2:6][CH2:5][O:4][CH2:3][CH2:2][NH:1][C:52](=[O:57])[CH2:53][CH2:54][C:55]([NH:51][CH2:2][CH2:3][O:4][CH2:5][CH2:6][O:7][CH2:8][CH2:9][O:10][CH2:11][CH2:12][NH:13][S:14]([C:17]2[CH:18]=[CH:19][C:20]([CH:62]3[C:32]4[C:64](=[C:28]([Cl:34])[CH:29]=[C:30]([Cl:33])[CH:31]=4)[CH2:63][N:60]([CH3:58])[CH2:61]3)=[CH:21][CH:22]=2)(=[O:16])=[O:15])=[O:56])(=[O:16])=[O:15])=[CH:22][CH:21]=1. The yield is 0.450. (4) The reactants are [Br:1][C:2]1[C:10]2[C:5](=[CH:6][CH:7]=[C:8]([C:11]([OH:13])=[O:12])[CH:9]=2)[NH:4][CH:3]=1.[C:14]([O-])([O-])=O.[K+].[K+].CI. The catalyst is CN(C=O)C. The product is [CH3:14][O:12][C:11]([C:8]1[CH:9]=[C:10]2[C:5](=[CH:6][CH:7]=1)[NH:4][CH:3]=[C:2]2[Br:1])=[O:13]. The yield is 0.950. (5) The reactants are [I:1][C:2]1[CH:8]=[C:7]([N+:9]([O-:11])=[O:10])[CH:6]=[CH:5][C:3]=1[NH2:4].[Si:12]([O:19][CH2:20][CH:21]=O)([C:15]([CH3:18])([CH3:17])[CH3:16])([CH3:14])[CH3:13].C(O)(C(F)(F)F)=O.[BH3-]C#N.[Na+]. The catalyst is CO. The product is [C:15]([Si:12]([CH3:14])([CH3:13])[O:19][CH2:20][CH2:21][NH:4][C:3]1[CH:5]=[CH:6][C:7]([N+:9]([O-:11])=[O:10])=[CH:8][C:2]=1[I:1])([CH3:18])([CH3:17])[CH3:16]. The yield is 0.250. (6) The reactants are Br[C:2]1[C:3]2[CH:11]=[CH:10][C:9]([O:12][CH3:13])=[CH:8][C:4]=2[S:5][C:6]=1[CH3:7].[Li]CCCC.[F:19][C:20]1[C:24]([F:26])([F:25])[C:23]([F:28])([F:27])[C:22]([F:30])([F:29])[C:21]=1F.O. The catalyst is C1COCC1.CCCCCC. The product is [CH3:13][O:12][C:9]1[CH:10]=[CH:11][C:3]2[C:2]([C:21]3[C:22]([F:30])([F:29])[C:23]([F:27])([F:28])[C:24]([F:25])([F:26])[C:20]=3[F:19])=[C:6]([CH3:7])[S:5][C:4]=2[CH:8]=1. The yield is 0.720. (7) The catalyst is C(Cl)Cl. The yield is 0.800. The reactants are [CH2:1]([O:8][N:9]1[C:18]2[C:13](=[CH:14][CH:15]=[CH:16][N:17]=2)[C:12]([OH:19])=[C:11]([C:20]([O:22][CH3:23])=[O:21])[C:10]1=[O:24])[C:2]1[CH:7]=[CH:6][CH:5]=[CH:4][CH:3]=1.C(N(CC)CC)C.[F:32][C:33]([F:46])([F:45])[S:34](O[S:34]([C:33]([F:46])([F:45])[F:32])(=[O:36])=[O:35])(=[O:36])=[O:35]. The product is [CH2:1]([O:8][N:9]1[C:18]2[C:13](=[CH:14][CH:15]=[CH:16][N:17]=2)[C:12]([O:19][S:34]([C:33]([F:46])([F:45])[F:32])(=[O:36])=[O:35])=[C:11]([C:20]([O:22][CH3:23])=[O:21])[C:10]1=[O:24])[C:2]1[CH:7]=[CH:6][CH:5]=[CH:4][CH:3]=1. (8) The reactants are CC1(C)[O:9][C:8](=[O:10])[C:5]2([CH2:7][CH2:6]2)[C:4](=[O:11])O1.[Cl:13][C:14]1[CH:15]=[C:16]([CH:18]=[CH:19][CH:20]=1)[NH2:17]. The catalyst is C(O)C. The product is [Cl:13][C:14]1[CH:15]=[C:16]([N:17]2[CH2:6][CH2:7][CH:5]([C:8]([OH:9])=[O:10])[C:4]2=[O:11])[CH:18]=[CH:19][CH:20]=1. The yield is 0.810. (9) The reactants are C(C1C=C(NC2N=C(NC3C=CC=C(C(O)=O)C=3)C(F)=CN=2)C=CC=1)(O)=O.C[O:29][C:30]([C:32]1[CH:37]=[CH:36][C:35]([NH:38][C:39]2[N:44]=[C:43]([NH:45][C:46]3[CH:51]=[CH:50][C:49]([C:52]([O:54]C)=[O:53])=[CH:48][CH:47]=3)[C:42]([F:56])=[CH:41][N:40]=2)=[CH:34][CH:33]=1)=[O:31].[OH-].[Na+]. No catalyst specified. The product is [C:30]([C:32]1[CH:37]=[CH:36][C:35]([NH:38][C:39]2[N:44]=[C:43]([NH:45][C:46]3[CH:51]=[CH:50][C:49]([C:52]([OH:54])=[O:53])=[CH:48][CH:47]=3)[C:42]([F:56])=[CH:41][N:40]=2)=[CH:34][CH:33]=1)([OH:31])=[O:29]. The yield is 0.590. (10) The reactants are C1(P(C2C=CC=CC=2)C2C=CC=CC=2)C=CC=CC=1.N(C(OC(C)C)=O)=NC(OC(C)C)=O.[CH2:34]([O:41][C:42]1[C:47]([CH2:48][N:49]([CH2:63][CH2:64][OH:65])[C:50](=[O:62])[C:51]2[C:56](O)=[CH:55][CH:54]=[C:53]([O:58][CH2:59][CH3:60])[C:52]=2[CH3:61])=[C:46]([CH3:66])[CH:45]=[C:44]([CH3:67])[N:43]=1)[C:35]1[CH:40]=[CH:39][CH:38]=[CH:37][CH:36]=1. The catalyst is C1COCC1. The product is [CH2:34]([O:41][C:42]1[C:47]([CH2:48][N:49]2[C:50](=[O:62])[C:51]3[C:52]([CH3:61])=[C:53]([O:58][CH2:59][CH3:60])[CH:54]=[CH:55][C:56]=3[O:65][CH2:64][CH2:63]2)=[C:46]([CH3:66])[CH:45]=[C:44]([CH3:67])[N:43]=1)[C:35]1[CH:36]=[CH:37][CH:38]=[CH:39][CH:40]=1. The yield is 0.580.